From a dataset of Catalyst prediction with 721,799 reactions and 888 catalyst types from USPTO. Predict which catalyst facilitates the given reaction. (1) Reactant: [C:1]([CH:3]1[C:7](=O)[CH2:6][N:5]([C:9]([O:11][C:12]([CH3:15])([CH3:14])[CH3:13])=[O:10])[CH2:4]1)#[N:2].Cl.[NH2:17][NH2:18].C(=O)([O-])O.[Na+]. Product: [NH2:2][C:1]1[NH:18][N:17]=[C:7]2[CH2:6][N:5]([C:9]([O:11][C:12]([CH3:15])([CH3:14])[CH3:13])=[O:10])[CH2:4][C:3]=12. The catalyst class is: 8. (2) Reactant: [H-].[Na+].[CH3:3][O:4][C:5]1[CH:6]=[C:7]([C:11]2([NH:23][S:24]([NH2:27])(=[O:26])=[O:25])[CH2:16][CH2:15][N:14]([C:17]3[N:22]=[CH:21][CH:20]=[CH:19][N:18]=3)[CH2:13][CH2:12]2)[CH:8]=[CH:9][CH:10]=1.[C:28](Cl)(=[O:33])[C:29]([CH3:32])([CH3:31])[CH3:30].Cl. Product: [CH3:3][O:4][C:5]1[CH:6]=[C:7]([C:11]2([NH:23][S:24]([NH:27][C:28](=[O:33])[C:29]([CH3:32])([CH3:31])[CH3:30])(=[O:26])=[O:25])[CH2:12][CH2:13][N:14]([C:17]3[N:18]=[CH:19][CH:20]=[CH:21][N:22]=3)[CH2:15][CH2:16]2)[CH:8]=[CH:9][CH:10]=1. The catalyst class is: 35. (3) Reactant: [C:1]([O:5][CH:6]([C:11]1[C:12]([I:25])=[C:13]2[C:20]3[CH2:21][CH2:22][CH2:23][CH2:24][C:19]=3[S:18][C:14]2=[N:15][C:16]=1[CH3:17])[C:7]([O:9]C)=[O:8])([CH3:4])([CH3:3])[CH3:2].[OH-].[Na+]. Product: [C:1]([O:5][CH:6]([C:11]1[C:12]([I:25])=[C:13]2[C:20]3[CH2:21][CH2:22][CH2:23][CH2:24][C:19]=3[S:18][C:14]2=[N:15][C:16]=1[CH3:17])[C:7]([OH:9])=[O:8])([CH3:4])([CH3:2])[CH3:3]. The catalyst class is: 7. (4) Reactant: [CH:1]([N:4]1[CH2:9][CH2:8][N:7]([C:10]([C:12]2[CH:13]=[C:14]3[C:18](=[CH:19][CH:20]=2)[NH:17][C:16]([C:21]([OH:23])=O)=[CH:15]3)=[O:11])[CH2:6][CH2:5]1)([CH3:3])[CH3:2].Cl.F[B-](F)(F)F.N1(OC(N(C)C)=[N+](C)C)C2C=CC=CC=2N=N1.[CH3:47][CH:48]1[CH2:53][CH2:52][NH:51][CH2:50][CH2:49]1.C(N(CC)C(C)C)(C)C. Product: [CH:1]([N:4]1[CH2:5][CH2:6][N:7]([C:10]([C:12]2[CH:13]=[C:14]3[C:18](=[CH:19][CH:20]=2)[NH:17][C:16]([C:21]([N:51]2[CH2:52][CH2:53][CH:48]([CH3:47])[CH2:49][CH2:50]2)=[O:23])=[CH:15]3)=[O:11])[CH2:8][CH2:9]1)([CH3:3])[CH3:2]. The catalyst class is: 9. (5) Reactant: [Br:1][C:2]1[C:3]([F:10])=[CH:4][C:5]([Cl:9])=[C:6]([OH:8])[CH:7]=1.CI.[C:13](=O)([O-])[O-].[K+].[K+].O. Product: [Br:1][C:2]1[C:3]([F:10])=[CH:4][C:5]([Cl:9])=[C:6]([O:8][CH3:13])[CH:7]=1. The catalyst class is: 3. (6) The catalyst class is: 5. Product: [C:6]1([C:1]2[CH:6]=[CH:5][CH:4]=[CH:3][CH:2]=2)[CH:1]=[CH:2][CH:3]=[C:4]([N:7]2[CH2:12][CH2:11][N:10]([C:13](=[O:44])[C:14](=[O:43])[CH:15]=[C:16]([C:18]3[C:19](=[O:42])[N:20]([CH2:34][C:35]4[CH:40]=[CH:39][CH:38]=[CH:37][C:36]=4[F:41])[CH:21]=[C:22]([CH2:24][C:25]4[C:26]([F:33])=[CH:27][C:28]([F:32])=[CH:29][C:30]=4[F:31])[CH:23]=3)[OH:17])[CH2:9][CH2:8]2)[CH:5]=1. Reactant: [C:1]1(C2C=CC=CC=2)[CH:6]=[CH:5][C:4]([N:7]2[CH2:12][CH2:11][N:10]([C:13](=[O:44])[C:14](=[O:43])[CH:15]=[C:16]([C:18]3[C:19](=[O:42])[N:20]([CH2:34][C:35]4[CH:40]=[CH:39][CH:38]=[CH:37][C:36]=4[F:41])[CH:21]=[C:22]([CH2:24][C:25]4[C:30]([F:31])=[CH:29][C:28]([F:32])=[CH:27][C:26]=4[F:33])[CH:23]=3)[OH:17])[CH2:9][CH2:8]2)=[CH:3][CH:2]=1. (7) Reactant: [C:1](O)(=O)C.[Cl:5][C:6]1[CH:7]=[CH:8][C:9]2[CH2:10][NH:11][CH2:12][C@@H:13]([C:17]3[CH:22]=[CH:21][CH:20]=[CH:19][CH:18]=3)[O:14][C:15]=2[N:16]=1.C=O. Product: [Cl:5][C:6]1[CH:7]=[CH:8][C:9]2[CH2:10][N:11]([CH3:1])[CH2:12][C@@H:13]([C:17]3[CH:22]=[CH:21][CH:20]=[CH:19][CH:18]=3)[O:14][C:15]=2[N:16]=1. The catalyst class is: 5.